From a dataset of NCI-60 drug combinations with 297,098 pairs across 59 cell lines. Regression. Given two drug SMILES strings and cell line genomic features, predict the synergy score measuring deviation from expected non-interaction effect. (1) Drug 1: C1=C(C(=O)NC(=O)N1)N(CCCl)CCCl. Drug 2: CC1CCCC2(C(O2)CC(NC(=O)CC(C(C(=O)C(C1O)C)(C)C)O)C(=CC3=CSC(=N3)C)C)C. Cell line: SK-MEL-28. Synergy scores: CSS=0.978, Synergy_ZIP=-2.33, Synergy_Bliss=0.317, Synergy_Loewe=-3.34, Synergy_HSA=-2.81. (2) Drug 1: C1CCC(C(C1)N)N.C(=O)(C(=O)[O-])[O-].[Pt+4]. Drug 2: C(CCl)NC(=O)N(CCCl)N=O. Cell line: CAKI-1. Synergy scores: CSS=23.7, Synergy_ZIP=-1.30, Synergy_Bliss=1.46, Synergy_Loewe=-1.70, Synergy_HSA=1.17. (3) Drug 1: CCC1=C2CN3C(=CC4=C(C3=O)COC(=O)C4(CC)O)C2=NC5=C1C=C(C=C5)O. Drug 2: CC1C(C(CC(O1)OC2CC(OC(C2O)C)OC3=CC4=CC5=C(C(=O)C(C(C5)C(C(=O)C(C(C)O)O)OC)OC6CC(C(C(O6)C)O)OC7CC(C(C(O7)C)O)OC8CC(C(C(O8)C)O)(C)O)C(=C4C(=C3C)O)O)O)O. Cell line: ACHN. Synergy scores: CSS=64.6, Synergy_ZIP=2.16, Synergy_Bliss=0.770, Synergy_Loewe=0.758, Synergy_HSA=2.60. (4) Drug 1: C1CCC(C1)C(CC#N)N2C=C(C=N2)C3=C4C=CNC4=NC=N3. Drug 2: CC12CCC3C(C1CCC2O)C(CC4=C3C=CC(=C4)O)CCCCCCCCCS(=O)CCCC(C(F)(F)F)(F)F. Cell line: SK-OV-3. Synergy scores: CSS=8.84, Synergy_ZIP=-1.45, Synergy_Bliss=3.69, Synergy_Loewe=1.78, Synergy_HSA=4.00. (5) Synergy scores: CSS=58.0, Synergy_ZIP=-0.0237, Synergy_Bliss=-1.55, Synergy_Loewe=-28.7, Synergy_HSA=-2.43. Cell line: K-562. Drug 1: CC1=C(C(=CC=C1)Cl)NC(=O)C2=CN=C(S2)NC3=CC(=NC(=N3)C)N4CCN(CC4)CCO. Drug 2: C1C(C(OC1N2C=NC3=C2NC=NCC3O)CO)O. (6) Drug 2: C1CNP(=O)(OC1)N(CCCl)CCCl. Synergy scores: CSS=0.632, Synergy_ZIP=-2.19, Synergy_Bliss=-2.48, Synergy_Loewe=-4.23, Synergy_HSA=-3.65. Cell line: SNB-19. Drug 1: C1=CC=C(C(=C1)C(C2=CC=C(C=C2)Cl)C(Cl)Cl)Cl. (7) Drug 1: CC1OCC2C(O1)C(C(C(O2)OC3C4COC(=O)C4C(C5=CC6=C(C=C35)OCO6)C7=CC(=C(C(=C7)OC)O)OC)O)O. Drug 2: CC(C)(C#N)C1=CC(=CC(=C1)CN2C=NC=N2)C(C)(C)C#N. Cell line: RPMI-8226. Synergy scores: CSS=49.1, Synergy_ZIP=4.15, Synergy_Bliss=1.92, Synergy_Loewe=-4.78, Synergy_HSA=0.437. (8) Drug 2: CNC(=O)C1=NC=CC(=C1)OC2=CC=C(C=C2)NC(=O)NC3=CC(=C(C=C3)Cl)C(F)(F)F. Synergy scores: CSS=30.3, Synergy_ZIP=2.27, Synergy_Bliss=0.915, Synergy_Loewe=-35.9, Synergy_HSA=-3.07. Drug 1: C1C(C(OC1N2C=NC3=C(N=C(N=C32)Cl)N)CO)O. Cell line: SN12C.